From a dataset of Experimentally validated miRNA-target interactions with 360,000+ pairs, plus equal number of negative samples. Binary Classification. Given a miRNA mature sequence and a target amino acid sequence, predict their likelihood of interaction. (1) The miRNA is mmu-miR-764-5p with sequence GGUGCUCACAUGUCCUCCU. The protein sequence of the target gene is MGQQISDQTQLVINKLPEKVAKHVTLVRESGSLTYEEFLGRVAELNDVTAKVASGQEKHLLFEVQPGSDSSAFWKVVVRVVCTKINKSSGIVEASRIMNLYQFIQLYKDITSQAAGVLAQSSTSEEPDENSSSVTSCQASLWMGRVKQLTDEEECCICMDGRADLILPCAHSFCQKCIDKWSDRHRNCPICRLQMTGANESWVVSDAPTEDDMANYILNMADEAGQPHRP. Result: 0 (no interaction). (2) The miRNA is hsa-miR-6808-5p with sequence CAGGCAGGGAGGUGGGACCAUG. The protein sequence of the target gene is MQPGSAPPPGRMDPSAPQPRAETSGKDIWHPGERCLAPSPDNGKLCEASIKSITVDENGKSFAVVLYADFQERKIPLKQLQEVKFVKDCPRNLIFDDEDLEKPYFPNRKFPSSSVAFKLSDNGDSIPYTINRYLRDYQREGTRFLYGHYIHGGGCILGDDMGLGKTVQVISFLAAVLHKKGTREDIENNMPEFLLRSMKKEPLSSTAKKMFLIVAPLSVLYNWKDELDTWGYFRVTVLHGNRKDNELIRVKQRKCEIALTTYETLRLCLDELNSLEWSAVIVDEAHRIKNPKARVTEVMK.... Result: 1 (interaction).